This data is from Reaction yield outcomes from USPTO patents with 853,638 reactions. The task is: Predict the reaction yield, written as a fraction of the theoretical maximum amount of product (1.0 means a 100% yield; for example, 0.34 means a 34% yield). (1) The reactants are [CH3:1][O:2][C:3]([C:5]1([N:8]2[C:12]3[N:13]=[CH:14][N:15]=[C:16](Cl)[C:11]=3[CH:10]=[CH:9]2)[CH2:7][CH2:6]1)=[O:4].[OH-].[NH4+]. The catalyst is C(O)C.[Pd]. The product is [CH3:1][O:2][C:3]([C:5]1([N:8]2[C:12]3[N:13]=[CH:14][N:15]=[CH:16][C:11]=3[CH:10]=[CH:9]2)[CH2:6][CH2:7]1)=[O:4]. The yield is 0.590. (2) The reactants are [F:1][CH:2]([F:18])[O:3][C:4]1[CH:5]=[CH:6][C:7]([C:10]([F:17])([F:16])[C:11](OCC)=[O:12])=[N:8][CH:9]=1.[BH4-].[Na+]. The catalyst is C(O)C. The product is [F:18][CH:2]([F:1])[O:3][C:4]1[CH:5]=[CH:6][C:7]([C:10]([F:17])([F:16])[CH2:11][OH:12])=[N:8][CH:9]=1. The yield is 0.910.